Dataset: Reaction yield outcomes from USPTO patents with 853,638 reactions. Task: Predict the reaction yield, written as a fraction of the theoretical maximum amount of product (1.0 means a 100% yield; for example, 0.34 means a 34% yield). (1) The reactants are [Br:1][C:2]1[CH:7]=[C:6]([Cl:8])[C:5]([S:9](Cl)(=[O:11])=[O:10])=[C:4]([Cl:13])[CH:3]=1.[NH2:14][C:15]1[C:16]([CH3:21])=[N:17][O:18][C:19]=1[CH3:20]. The catalyst is N1C=CC=CC=1. The product is [Br:1][C:2]1[CH:7]=[C:6]([Cl:8])[C:5]([S:9]([NH:14][C:15]2[C:16]([CH3:21])=[N:17][O:18][C:19]=2[CH3:20])(=[O:11])=[O:10])=[C:4]([Cl:13])[CH:3]=1. The yield is 0.490. (2) The reactants are [C:1]1([CH:7]([C:9]2[S:13][C:12]([C:14]#[C:15][C:16]3[CH:21]=[CH:20][CH:19]=[CH:18][CH:17]=3)=[N:11][CH:10]=2)[OH:8])[CH:6]=[CH:5][CH:4]=[CH:3][CH:2]=1.[Cr](O[Cr]([O-])(=O)=O)([O-])(=O)=O.[NH+]1C=CC=CC=1.[NH+]1C=CC=CC=1. The catalyst is ClCCl.CCOC(C)=O. The product is [C:1]1([C:7]([C:9]2[S:13][C:12]([C:14]#[C:15][C:16]3[CH:21]=[CH:20][CH:19]=[CH:18][CH:17]=3)=[N:11][CH:10]=2)=[O:8])[CH:2]=[CH:3][CH:4]=[CH:5][CH:6]=1. The yield is 0.870. (3) The catalyst is ClC(Cl)C.ClCCl. The yield is 0.200. The reactants are [CH3:1][C:2]1[CH:7]=[C:6]([CH3:8])[NH:5][C:4](=[O:9])[C:3]=1[CH2:10][NH:11][C:12]([C:14]1[CH:15]=[C:16]([C:30]2[CH:35]=[CH:34][C:33]([CH:36]=O)=[C:32]([F:38])[CH:31]=2)[CH:17]=[C:18]([N:21]([CH2:28][CH3:29])[CH:22]2[CH2:27][CH2:26][O:25][CH2:24][CH2:23]2)[C:19]=1[CH3:20])=[O:13].[NH:39]1[CH2:44][CH2:43][O:42][CH2:41][CH2:40]1.C(O)(=O)C.C(O[BH-](OC(=O)C)OC(=O)C)(=O)C.[Na+]. The product is [CH3:1][C:2]1[CH:7]=[C:6]([CH3:8])[NH:5][C:4](=[O:9])[C:3]=1[CH2:10][NH:11][C:12]([C:14]1[CH:15]=[C:16]([C:30]2[CH:35]=[CH:34][C:33]([CH2:36][N:39]3[CH2:44][CH2:43][O:42][CH2:41][CH2:40]3)=[C:32]([F:38])[CH:31]=2)[CH:17]=[C:18]([N:21]([CH2:28][CH3:29])[CH:22]2[CH2:27][CH2:26][O:25][CH2:24][CH2:23]2)[C:19]=1[CH3:20])=[O:13]. (4) The product is [C:33]([N:29]1[CH2:30][CH2:31][N:26]([CH2:25][C:22]2([CH3:32])[S:21][C:20]([C:17]3[NH:18][C:19]4[C:15]([CH:16]=3)=[CH:14][CH:13]=[CH:12][C:11]=4[N:2]([CH3:1])[S:3]([C:6]3[S:7][CH:8]=[CH:9][CH:10]=3)(=[O:5])=[O:4])=[N:24][CH2:23]2)[CH2:27][CH2:28]1)(=[O:35])[CH3:34]. The reactants are [CH3:1][N:2]([C:11]1[CH:12]=[CH:13][CH:14]=[C:15]2[C:19]=1[NH:18][C:17]([C:20]1[S:21][C:22]([CH3:32])([CH2:25][N:26]3[CH2:31][CH2:30][NH:29][CH2:28][CH2:27]3)[CH2:23][N:24]=1)=[CH:16]2)[S:3]([C:6]1[S:7][CH:8]=[CH:9][CH:10]=1)(=[O:5])=[O:4].[C:33](OC(=O)C)(=[O:35])[CH3:34]. The yield is 0.840. The catalyst is N1C=CC=CC=1.